From a dataset of Forward reaction prediction with 1.9M reactions from USPTO patents (1976-2016). Predict the product of the given reaction. (1) Given the reactants [CH3:1][C:2]1[N:3]([CH2:14][C:15]([O:17]CC)=[O:16])[C:4]2[CH2:5][C:6]([CH3:13])([CH3:12])[CH2:7][C:8](=[O:11])[C:9]=2[CH:10]=1.Cl[S:21]([OH:24])(=O)=[O:22], predict the reaction product. The product is: [CH3:1][C:2]1[N:3]([CH2:14][C:15]([OH:17])=[O:16])[C:4]2[CH2:5][C:6]([CH3:12])([CH3:13])[CH2:7][C:8](=[O:11])[C:9]=2[C:10]=1[S:21](=[O:24])(=[O:22])[N:3]([CH3:2])[C:4]1[CH:5]=[CH:6][CH:7]=[CH:8][CH:9]=1. (2) Given the reactants C([O-])(=O)C.[Na+].[CH3:6][C:7]([CH3:12])([CH3:11])[CH2:8][CH:9]=O.C([BH3-])#N.[Na+].Cl.[CH2:18]([O:20][C:21]([C@@H:23]1[CH2:27][CH2:26][CH2:25][C@@H:24]1[NH2:28])=[O:22])[CH3:19], predict the reaction product. The product is: [CH2:18]([O:20][C:21]([C@@H:23]1[CH2:27][CH2:26][CH2:25][C@@H:24]1[NH:28][CH2:9][CH2:8][C:7]([CH3:12])([CH3:11])[CH3:6])=[O:22])[CH3:19].